From a dataset of Full USPTO retrosynthesis dataset with 1.9M reactions from patents (1976-2016). Predict the reactants needed to synthesize the given product. (1) The reactants are: [NH:1]1[C:9]2[C:4](=[CH:5][CH:6]=[CH:7][CH:8]=2)[C:3]2([C:13]3=[CH:14][C:15]4[O:19][CH2:18][O:17][C:16]=4[CH:20]=[C:12]3[O:11][CH2:10]2)[C:2]1=[O:21].C(=O)([O-])[O-].[Cs+].[Cs+].[C:28]([N:35]1[CH2:40][CH2:39][CH2:38][CH:37]([CH2:41][CH2:42]Br)[CH2:36]1)([O:30][C:31]([CH3:34])([CH3:33])[CH3:32])=[O:29]. Given the product [O:21]=[C:2]1[C:3]2([C:13]3=[CH:14][C:15]4[O:19][CH2:18][O:17][C:16]=4[CH:20]=[C:12]3[O:11][CH2:10]2)[C:4]2[C:9](=[CH:8][CH:7]=[CH:6][CH:5]=2)[N:1]1[CH2:42][CH2:41][CH:37]1[CH2:38][CH2:39][CH2:40][N:35]([C:28]([O:30][C:31]([CH3:32])([CH3:34])[CH3:33])=[O:29])[CH2:36]1, predict the reactants needed to synthesize it. (2) Given the product [CH2:14]([O:13][C:11]([C:10]([CH3:9])([C:16](=[O:17])[CH3:18])[CH2:8][CH2:1][CH2:2][CH2:3][S:4]([OH:7])(=[O:6])=[O:5])=[O:12])[CH3:15], predict the reactants needed to synthesize it. The reactants are: [CH2:1]1[CH2:8][O:7][S:4](=[O:6])(=[O:5])[CH2:3][CH2:2]1.[CH3:9][CH:10]([C:16]([CH3:18])=[O:17])[C:11]([O:13][CH2:14][CH3:15])=[O:12].C(O[K])(C)(C)C.